Dataset: Full USPTO retrosynthesis dataset with 1.9M reactions from patents (1976-2016). Task: Predict the reactants needed to synthesize the given product. (1) Given the product [C:31]([N:33]1[CH2:34][CH2:35][CH:36]=[C:37]([C:2]2[CH:3]=[N:4][C:5]([O:25][C:22]3[CH:21]=[CH:20][C:19]([O:12][C:13]4[CH:18]=[CH:17][CH:16]=[CH:15][CH:14]=4)=[CH:24][CH:23]=3)=[C:6]([C:7]([NH2:9])=[O:8])[CH:10]=2)[CH2:38]1)(=[O:32])[CH:48]=[CH2:49], predict the reactants needed to synthesize it. The reactants are: Br[C:2]1[CH:3]=[N:4][C:5](Cl)=[C:6]([CH:10]=1)[C:7]([NH2:9])=[O:8].[O:12]([C:19]1[CH:24]=[CH:23][C:22]([OH:25])=[CH:21][CH:20]=1)[C:13]1[CH:18]=[CH:17][CH:16]=[CH:15][CH:14]=1.C(O[C:31]([N:33]1[CH:38]=[C:37](B2OC(C)(C)C(C)(C)O2)[CH2:36][CH2:35][CH2:34]1)=[O:32])(C)(C)C.[C:48](O)(=O)[CH:49]=C. (2) The reactants are: [Cl:1][C:2]1[C:9]([N:10]2[CH2:15][CH2:14][CH:13]([C:16]([F:19])([F:18])[F:17])[CH2:12][CH2:11]2)=[CH:8][C:5]([NH:6][CH3:7])=[C:4]([N+:20]([O-])=O)[CH:3]=1.C1COCC1. Given the product [Cl:1][C:2]1[C:9]([N:10]2[CH2:15][CH2:14][CH:13]([C:16]([F:19])([F:18])[F:17])[CH2:12][CH2:11]2)=[CH:8][C:5]([NH:6][CH3:7])=[C:4]([CH:3]=1)[NH2:20], predict the reactants needed to synthesize it. (3) Given the product [CH:15]1([NH:18][C:19](=[O:36])[C:20]2[CH:25]=[CH:24][C:23]([CH3:26])=[C:22]([C:2]3[CH:7]=[CH:6][N:5]4[C:8]([NH:11][CH:12]([CH3:14])[CH3:13])=[N:9][N:10]=[C:4]4[CH:3]=3)[CH:21]=2)[CH2:16][CH2:17]1, predict the reactants needed to synthesize it. The reactants are: Br[C:2]1[CH:7]=[CH:6][N:5]2[C:8]([NH:11][CH:12]([CH3:14])[CH3:13])=[N:9][N:10]=[C:4]2[CH:3]=1.[CH:15]1([NH:18][C:19](=[O:36])[C:20]2[CH:25]=[CH:24][C:23]([CH3:26])=[C:22](B3OC(C)(C)C(C)(C)O3)[CH:21]=2)[CH2:17][CH2:16]1.O.C(=O)([O-])[O-].[Na+].[Na+]. (4) Given the product [CH2:29]([O:28][C:22]1[CH:21]=[C:20]([CH2:19][CH2:18][O:17][C@@H:12]2[CH2:13][CH2:14][CH2:15][CH2:16][C@H:11]2[N:7]2[CH2:8][CH2:9][C@@H:5]([OH:4])[CH2:6]2)[CH:25]=[CH:24][C:23]=1[O:26][CH3:27])[C:30]1[CH:31]=[CH:32][CH:33]=[CH:34][CH:35]=1, predict the reactants needed to synthesize it. The reactants are: C([O:4][C@@H:5]1[CH2:9][C:8](=O)[N:7]([C@@H:11]2[CH2:16][CH2:15][CH2:14][CH2:13][C@H:12]2[O:17][CH2:18][CH2:19][C:20]2[CH:25]=[CH:24][C:23]([O:26][CH3:27])=[C:22]([O:28][CH2:29][C:30]3[CH:35]=[CH:34][CH:33]=[CH:32][CH:31]=3)[CH:21]=2)[C:6]1=O)(=O)C.Cl. (5) Given the product [OH:12][C:5]1[CH:6]=[C:7]([O:10][CH3:11])[CH:8]=[CH:9][C:4]=1[NH:1][C:17](=[O:18])[CH3:16], predict the reactants needed to synthesize it. The reactants are: [N+:1]([C:4]1[CH:9]=[CH:8][C:7]([O:10][CH3:11])=[CH:6][C:5]=1[OH:12])([O-])=O.[H][H].C1C[O:18][CH2:17][CH2:16]1. (6) The reactants are: F[C:2]1[CH:7]=[CH:6][C:5]([F:8])=[CH:4][C:3]=1[N+:9]([O-:11])=[O:10].CCN(CC)CC.[F:19][C@H:20]1[C@@H:25]([NH:26][C:27](=[O:36])[O:28][CH2:29][C:30]2[CH:35]=[CH:34][CH:33]=[CH:32][CH:31]=2)[CH2:24][CH2:23][NH:22][CH2:21]1. Given the product [CH2:29]([O:28][C:27](=[O:36])[NH:26][C@H:25]1[CH2:24][CH2:23][N:22]([C:2]2[CH:7]=[CH:6][C:5]([F:8])=[CH:4][C:3]=2[N+:9]([O-:11])=[O:10])[CH2:21][C@H:20]1[F:19])[C:30]1[CH:31]=[CH:32][CH:33]=[CH:34][CH:35]=1, predict the reactants needed to synthesize it. (7) Given the product [Cl:15][C:9]1[CH:8]=[C:4]([C:5]2[O:7][N:52]=[C:51]([C:53]3[CH:62]=[CH:61][CH:60]=[C:59]4[C:54]=3[CH:55]=[CH:56][N:57]=[CH:58]4)[N:50]=2)[CH:3]=[C:2]([Cl:1])[C:10]=1[O:11][CH2:12][CH2:13][CH3:14], predict the reactants needed to synthesize it. The reactants are: [Cl:1][C:2]1[CH:3]=[C:4]([CH:8]=[C:9]([Cl:15])[C:10]=1[O:11][CH2:12][CH2:13][CH3:14])[C:5]([OH:7])=O.CN(C(ON1N=NC2C=CC=NC1=2)=[N+](C)C)C.F[P-](F)(F)(F)(F)F.CCN(C(C)C)C(C)C.O[NH:50][C:51]([C:53]1[C:54]2[CH:55]=[CH:56][N:57]=[CH:58][C:59]=2[CH:60]=[CH:61][CH:62]=1)=[NH:52].